Dataset: Reaction yield outcomes from USPTO patents with 853,638 reactions. Task: Predict the reaction yield, written as a fraction of the theoretical maximum amount of product (1.0 means a 100% yield; for example, 0.34 means a 34% yield). (1) The catalyst is O. The reactants are [F:1][C:2]([F:12])([F:11])[C:3](=O)[CH2:4][C:5]([O:7]CC)=O.C(O)(=O)C.[C:17]1([NH:23][NH2:24])[CH:22]=[CH:21][CH:20]=[CH:19][CH:18]=1. The product is [OH:7][C:5]1[N:23]([C:17]2[CH:22]=[CH:21][CH:20]=[CH:19][CH:18]=2)[N:24]=[C:3]([C:2]([F:1])([F:11])[F:12])[CH:4]=1. The yield is 0.980. (2) The reactants are [CH3:1][C@H:2]1[CH2:6][CH2:5][CH2:4][N:3]1[C:7]1[CH:12]=[CH:11][C:10]([N+:13]([O-])=O)=[C:9]([C:16]([F:19])([F:18])[F:17])[CH:8]=1. The catalyst is CO.[Pd]. The product is [CH3:1][C@H:2]1[CH2:6][CH2:5][CH2:4][N:3]1[C:7]1[CH:12]=[CH:11][C:10]([NH2:13])=[C:9]([C:16]([F:18])([F:17])[F:19])[CH:8]=1. The yield is 0.980. (3) The reactants are [CH3:1][O:2][C:3](=[O:31])[C:4]1[CH:9]=[CH:8][C:7]([CH2:10][N:11]2[CH:15]=[C:14]([C:16]3[CH:21]=[CH:20][C:19]([Cl:22])=[CH:18][C:17]=3[Cl:23])[N:13]=[C:12]2[C:24]2[CH:29]=[CH:28][C:27](Br)=[CH:26][CH:25]=2)=[CH:6][CH:5]=1.[F:32][C:33]([F:44])([F:43])[C:34]1[CH:35]=[C:36](B(O)O)[CH:37]=[CH:38][CH:39]=1. No catalyst specified. The product is [CH3:1][O:2][C:3](=[O:31])[C:4]1[CH:9]=[CH:8][C:7]([CH2:10][N:11]2[CH:15]=[C:14]([C:16]3[CH:21]=[CH:20][C:19]([Cl:22])=[CH:18][C:17]=3[Cl:23])[N:13]=[C:12]2[C:24]2[CH:29]=[CH:28][C:27]([C:38]3[CH:37]=[CH:36][CH:35]=[C:34]([C:33]([F:44])([F:43])[F:32])[CH:39]=3)=[CH:26][CH:25]=2)=[CH:6][CH:5]=1. The yield is 0.710. (4) The reactants are [N+:1]([C:4]1[CH:5]=[C:6]([CH2:10][S:11]([CH2:14][CH2:15][OH:16])(=[O:13])=[O:12])[CH:7]=[CH:8][CH:9]=1)([O-])=O.[H][H]. The product is [NH2:1][C:4]1[CH:5]=[C:6]([CH2:10][S:11]([CH2:14][CH2:15][OH:16])(=[O:13])=[O:12])[CH:7]=[CH:8][CH:9]=1. The yield is 0.730. The catalyst is CO.[Ni].